This data is from Reaction yield outcomes from USPTO patents with 853,638 reactions. The task is: Predict the reaction yield, written as a fraction of the theoretical maximum amount of product (1.0 means a 100% yield; for example, 0.34 means a 34% yield). (1) The reactants are [F:1][C:2]([F:7])([F:6])[C:3]([OH:5])=[O:4].[Br:8][C:9]1[CH:10]=[C:11]([N:16]2C(=O)[O:19][N:18]=[C:17]2[C:22]2[C:23]([NH:27][C:28](=O)[C:29]3[CH:34]=[CH:33][C:32]([CH2:35][N:36]4[CH2:41][CH2:40][S:39](=[O:43])(=[O:42])[CH2:38][CH2:37]4)=[CH:31][CH:30]=3)=[N:24][O:25][N:26]=2)[CH:12]=[CH:13][C:14]=1[F:15].C1(C)C=CC=CC=1. The catalyst is O1CCCC1. The product is [F:1][C:2]([F:7])([F:6])[C:3]([OH:5])=[O:4].[Br:8][C:9]1[CH:10]=[C:11]([NH:16][C:17]([C:22]2[C:23]([NH:27][CH2:28][C:29]3[CH:30]=[CH:31][C:32]([CH2:35][N:36]4[CH2:37][CH2:38][S:39](=[O:42])(=[O:43])[CH2:40][CH2:41]4)=[CH:33][CH:34]=3)=[N:24][O:25][N:26]=2)=[N:18][OH:19])[CH:12]=[CH:13][C:14]=1[F:15]. The yield is 0.0500. (2) The reactants are Cl[C:2]1[CH:7]=[C:6]([Cl:8])[CH:5]=[C:4]([C:9]2[CH:14]=[CH:13][C:12]([O:15][CH:16]([CH3:18])[CH3:17])=[CH:11][CH:10]=2)[N:3]=1.C([Sn](CCCC)(CCCC)[C:24]1[CH:29]=[N:28][CH:27]=[CH:26][N:25]=1)CCC.[F-].[Cs+]. The catalyst is [Cu]I.C1C=CC([P]([Pd]([P](C2C=CC=CC=2)(C2C=CC=CC=2)C2C=CC=CC=2)([P](C2C=CC=CC=2)(C2C=CC=CC=2)C2C=CC=CC=2)[P](C2C=CC=CC=2)(C2C=CC=CC=2)C2C=CC=CC=2)(C2C=CC=CC=2)C2C=CC=CC=2)=CC=1. The product is [Cl:8][C:6]1[CH:5]=[C:4]([C:9]2[CH:14]=[CH:13][C:12]([O:15][CH:16]([CH3:18])[CH3:17])=[CH:11][CH:10]=2)[N:3]=[C:2]([C:24]2[CH:29]=[N:28][CH:27]=[CH:26][N:25]=2)[CH:7]=1. The yield is 0.640. (3) The yield is 0.850. The product is [CH2:20]([O:22][C:23](=[O:26])[CH2:24][NH:25][C:14]([C:11]1[CH:12]=[CH:13][C:8]([C:5]2[CH:4]=[CH:3][C:2]([Cl:1])=[CH:7][CH:6]=2)=[CH:9][C:10]=1[O:17][CH3:18])=[O:16])[CH3:21]. The catalyst is C(Cl)Cl.CCOC(C)=O.CN(C=O)C. The reactants are [Cl:1][C:2]1[CH:7]=[CH:6][C:5]([C:8]2[CH:13]=[CH:12][C:11]([C:14]([OH:16])=O)=[C:10]([O:17][CH3:18])[CH:9]=2)=[CH:4][CH:3]=1.Cl.[CH2:20]([O:22][C:23](=[O:26])[CH2:24][NH2:25])[CH3:21].CN(C)CCCN=C=NCC.ON1C2C=CC=CC=2N=N1.C(N(C(C)C)CC)(C)C. (4) The reactants are Br[C:2]1[CH:7]=[CH:6][CH:5]=[CH:4][CH:3]=1.[Li]CCCC.[NH2:13][C:14]1[N:19]=[CH:18][CH:17]=[CH:16][N:15]=1. The catalyst is C1COCC1.C1(C)C=CC=CC=1. The product is [C:2]1([C:16]2[CH:17]=[CH:18][N:19]=[C:14]([NH2:13])[N:15]=2)[CH:7]=[CH:6][CH:5]=[CH:4][CH:3]=1. The yield is 0.100. (5) The reactants are [CH3:1][C:2]1([CH3:20])[C:11]2[C:6](=[CH:7][C:8]([CH3:18])=[C:9]([C:12]#[C:13][Si:14]([CH3:17])([CH3:16])[CH3:15])[CH:10]=2)[C:5](=[O:19])[CH2:4][CH2:3]1.C[Si]([N-][Si](C)(C)C)(C)C.[Na+].C1C=CC(N([S:38]([C:41]([F:44])([F:43])[F:42])(=[O:40])=[O:39])[S:38]([C:41]([F:44])([F:43])[F:42])(=[O:40])=[O:39])=CC=1. The catalyst is O1CCCC1. The product is [CH3:1][C:2]1([CH3:20])[C:11]2[C:6](=[CH:7][C:8]([CH3:18])=[C:9]([C:12]#[C:13][Si:14]([CH3:16])([CH3:15])[CH3:17])[CH:10]=2)[C:5]([O:19][S:38]([C:41]([F:44])([F:43])[F:42])(=[O:40])=[O:39])=[CH:4][CH2:3]1. The yield is 0.520. (6) The reactants are [F:1][C:2]1[C:7]([C:8]([F:11])([F:10])[F:9])=[CH:6][CH:5]=[CH:4][C:3]=1[C:12]1[CH2:13][CH2:14][N:15]([CH2:18][CH2:19][CH3:20])[CH2:16][CH:17]=1.Cl. The catalyst is [Pd].CO. The product is [F:1][C:2]1[C:7]([C:8]([F:9])([F:10])[F:11])=[CH:6][CH:5]=[CH:4][C:3]=1[CH:12]1[CH2:17][CH2:16][N:15]([CH2:18][CH2:19][CH3:20])[CH2:14][CH2:13]1. The yield is 0.510. (7) The reactants are [CH3:1][O:2][C:3]1[N:8]=[C:7]([N:9]2[CH2:14][CH2:13][N:12]([CH3:15])[CH2:11][CH2:10]2)[N:6]=[C:5]([O:16][CH2:17][CH2:18][O:19][CH2:20][CH2:21][O:22][CH2:23][CH2:24][O:25][CH2:26][CH2:27][OH:28])[CH:4]=1.[I:29]N1C(=O)CCC1=O. The catalyst is CC#N. The product is [I:29][C:4]1[C:5]([O:16][CH2:17][CH2:18][O:19][CH2:20][CH2:21][O:22][CH2:23][CH2:24][O:25][CH2:26][CH2:27][OH:28])=[N:6][C:7]([N:9]2[CH2:10][CH2:11][N:12]([CH3:15])[CH2:13][CH2:14]2)=[N:8][C:3]=1[O:2][CH3:1]. The yield is 0.850. (8) The reactants are [Br:1][C:2]1[CH:7]=[CH:6][C:5](I)=[CH:4][CH:3]=1.[C:9]1([C:15]#[CH:16])[CH:14]=[CH:13][CH:12]=[CH:11][CH:10]=1.O1CCCC1. The catalyst is C1C=CC(P(C2C=CC=CC=2)C2C=CC=CC=2)=CC=1.C1C=CC(P(C2C=CC=CC=2)C2C=CC=CC=2)=CC=1.Cl[Pd]Cl.[Cu]I.C(N(CC)CC)C. The product is [Br:1][C:2]1[CH:7]=[CH:6][C:5]([C:16]#[C:15][C:9]2[CH:14]=[CH:13][CH:12]=[CH:11][CH:10]=2)=[CH:4][CH:3]=1. The yield is 0.580. (9) The reactants are [CH:1]1([O:6][CH2:7][CH2:8][NH2:9])[CH2:5][CH2:4][CH2:3][CH2:2]1.[Br:10][C:11]1[N:15]2[N:16]=[C:17](F)[CH:18]=[CH:19][C:14]2=[N:13][CH:12]=1. No catalyst specified. The product is [Br:10][C:11]1[N:15]2[N:16]=[C:17]([NH:9][CH2:8][CH2:7][O:6][CH:1]3[CH2:5][CH2:4][CH2:3][CH2:2]3)[CH:18]=[CH:19][C:14]2=[N:13][CH:12]=1. The yield is 0.690.